From a dataset of NCI-60 drug combinations with 297,098 pairs across 59 cell lines. Regression. Given two drug SMILES strings and cell line genomic features, predict the synergy score measuring deviation from expected non-interaction effect. (1) Drug 1: CCN(CC)CCNC(=O)C1=C(NC(=C1C)C=C2C3=C(C=CC(=C3)F)NC2=O)C. Drug 2: CC1C(C(CC(O1)OC2CC(CC3=C2C(=C4C(=C3O)C(=O)C5=C(C4=O)C(=CC=C5)OC)O)(C(=O)CO)O)N)O.Cl. Cell line: SF-268. Synergy scores: CSS=28.0, Synergy_ZIP=-1.22, Synergy_Bliss=2.16, Synergy_Loewe=-12.0, Synergy_HSA=2.06. (2) Drug 1: CCCS(=O)(=O)NC1=C(C(=C(C=C1)F)C(=O)C2=CNC3=C2C=C(C=N3)C4=CC=C(C=C4)Cl)F. Drug 2: C1=CN(C(=O)N=C1N)C2C(C(C(O2)CO)O)O.Cl. Cell line: ACHN. Synergy scores: CSS=47.0, Synergy_ZIP=0.899, Synergy_Bliss=1.37, Synergy_Loewe=-15.0, Synergy_HSA=2.49. (3) Drug 1: CC1=C(C=C(C=C1)NC(=O)C2=CC=C(C=C2)CN3CCN(CC3)C)NC4=NC=CC(=N4)C5=CN=CC=C5. Drug 2: CC=C1C(=O)NC(C(=O)OC2CC(=O)NC(C(=O)NC(CSSCCC=C2)C(=O)N1)C(C)C)C(C)C. Cell line: HCT116. Synergy scores: CSS=38.6, Synergy_ZIP=5.12, Synergy_Bliss=3.39, Synergy_Loewe=-62.3, Synergy_HSA=-6.34. (4) Drug 1: CC1=C2C(C(=O)C3(C(CC4C(C3C(C(C2(C)C)(CC1OC(=O)C(C(C5=CC=CC=C5)NC(=O)C6=CC=CC=C6)O)O)OC(=O)C7=CC=CC=C7)(CO4)OC(=O)C)O)C)OC(=O)C. Drug 2: CN1C(=O)N2C=NC(=C2N=N1)C(=O)N. Cell line: SK-OV-3. Synergy scores: CSS=26.3, Synergy_ZIP=6.83, Synergy_Bliss=3.88, Synergy_Loewe=-38.9, Synergy_HSA=-1.20.